Dataset: Catalyst prediction with 721,799 reactions and 888 catalyst types from USPTO. Task: Predict which catalyst facilitates the given reaction. (1) Reactant: [ClH:1].Cl.[NH2:3][C@@H:4]1[CH2:6][C@H:5]1[C:7]1[CH:8]=[C:9]([CH:19]=[CH:20][CH:21]=1)[C:10]([NH:12][C:13]1[S:14][C:15]([CH3:18])=[N:16][N:17]=1)=[O:11].C(=O)([O-])O.[Na+].[CH:27]1([N:30]2[CH2:35][CH2:34][C:33](=O)[CH2:32][CH2:31]2)[CH2:29][CH2:28]1. Product: [ClH:1].[ClH:1].[ClH:1].[CH:27]1([N:30]2[CH2:35][CH2:34][CH:33]([NH:3][C@@H:4]3[CH2:6][C@H:5]3[C:7]3[CH:8]=[C:9]([CH:19]=[CH:20][CH:21]=3)[C:10]([NH:12][C:13]3[S:14][C:15]([CH3:18])=[N:16][N:17]=3)=[O:11])[CH2:32][CH2:31]2)[CH2:29][CH2:28]1. The catalyst class is: 130. (2) Reactant: FC(F)(F)C(O)=O.[OH:8][C@@H:9]1[C@@H:13]([CH2:14][CH2:15][S:16][CH2:17][CH2:18][O:19][CH2:20][CH2:21][OH:22])[CH2:12][N:11](C(OC(C)(C)C)=O)[CH2:10]1. Product: [OH:22][CH2:21][CH2:20][O:19][CH2:18][CH2:17][S:16][CH2:15][CH2:14][C@H:13]1[CH2:12][NH:11][CH2:10][C@@H:9]1[OH:8]. The catalyst class is: 22. (3) Reactant: [N:1]1[CH:6]=[CH:5][CH:4]=[C:3]2[CH2:7][CH2:8][CH2:9][CH2:10][CH:11]([NH2:12])[C:2]=12.[CH3:13][CH2:14][O:15]C(C)=O.O(C(C)C)C(C)C.[NH4+].[OH-]. Product: [N:1]1[CH:6]=[CH:5][CH:4]=[C:3]2[CH2:7][CH2:8][CH2:9][CH2:10][C@@H:11]([NH:12][C:14](=[O:15])[CH3:13])[C:2]=12. The catalyst class is: 61. (4) Reactant: Br[C:2]1[CH:3]=[C:4]([CH2:8][C:9]([OH:11])=[O:10])[CH:5]=[N:6][CH:7]=1.[CH3:12][C@H:13]1[C@@H:17]([C:18]2[CH:23]=[CH:22][CH:21]=[CH:20][CH:19]=2)[O:16][C:15](=[O:24])[N:14]1[CH2:25][C:26]1[CH:31]=[C:30]([C:32]([F:35])([F:34])[F:33])[CH:29]=[CH:28][C:27]=1B1OC(C)(C)C(C)(C)O1.C(=O)([O-])[O-].[K+].[K+]. Product: [CH3:12][C@H:13]1[C@@H:17]([C:18]2[CH:19]=[CH:20][CH:21]=[CH:22][CH:23]=2)[O:16][C:15](=[O:24])[N:14]1[CH2:25][C:26]1[CH:31]=[C:30]([C:32]([F:35])([F:33])[F:34])[CH:29]=[CH:28][C:27]=1[C:2]1[CH:3]=[C:4]([CH2:8][C:9]([OH:11])=[O:10])[CH:5]=[N:6][CH:7]=1. The catalyst class is: 104. (5) Reactant: F[C:2]1[CH:7]=[CH:6][C:5]([N+:8]([O-:10])=[O:9])=[C:4]([CH3:11])[N:3]=1.[NH:12]1[CH2:17][CH2:16][O:15][CH2:14][CH2:13]1.C(=O)([O-])[O-].[K+].[K+]. Product: [CH3:11][C:4]1[N:3]=[C:2]([N:12]2[CH2:17][CH2:16][O:15][CH2:14][CH2:13]2)[CH:7]=[CH:6][C:5]=1[N+:8]([O-:10])=[O:9]. The catalyst class is: 16. (6) Reactant: [CH3:1][C:2]([S@:5](/[N:7]=[C:8](/[CH:10]1[CH2:15][CH2:14][O:13][CH2:12][CH2:11]1)\[CH3:9])=[O:6])([CH3:4])[CH3:3].CO.[BH4-].[Na+]. Product: [CH3:1][C:2]([S@:5]([NH:7][CH:8]([CH:10]1[CH2:15][CH2:14][O:13][CH2:12][CH2:11]1)[CH3:9])=[O:6])([CH3:3])[CH3:4]. The catalyst class is: 7.